Dataset: Full USPTO retrosynthesis dataset with 1.9M reactions from patents (1976-2016). Task: Predict the reactants needed to synthesize the given product. (1) The reactants are: [CH3:1][C:2]1[CH:23]=[C:22]([CH3:24])[C:21]([C:25]2NC(CC3CCOC3)=N[N:26]=2)=[CH:20][C:3]=1[C:4]([N:6]1[CH2:11][CH2:10][CH:9]([C:12]2[CH:19]=[CH:18][C:15]([C:16]#[N:17])=[CH:14][CH:13]=2)[CH2:8][CH2:7]1)=[O:5].[NH:36]([C:38](=O)[C:39]([N:41]([CH3:43])[CH3:42])=[O:40])[NH2:37].O1CCC(CC(NN)=O)C1. Given the product [C:16]([C:15]1[CH:18]=[CH:19][C:12]([CH:9]2[CH2:10][CH2:11][N:6]([C:4]([C:3]3[C:2]([CH3:1])=[CH:23][C:22]([CH3:24])=[C:21]([C:25]4[NH:26][C:38]([C:39]([N:41]([CH3:43])[CH3:42])=[O:40])=[N:36][N:37]=4)[CH:20]=3)=[O:5])[CH2:7][CH2:8]2)=[CH:13][CH:14]=1)#[N:17], predict the reactants needed to synthesize it. (2) Given the product [Br:33][CH2:9][C:6]1[CH:5]=[CH:4][C:3]([C:2]([F:12])([F:11])[F:1])=[CH:8][N:7]=1, predict the reactants needed to synthesize it. The reactants are: [F:1][C:2]([F:12])([F:11])[C:3]1[CH:4]=[CH:5][C:6]([CH2:9]O)=[N:7][CH:8]=1.C1(P(C2C=CC=CC=2)C2C=CC=CC=2)C=CC=CC=1.C(Br)(Br)(Br)[Br:33]. (3) The reactants are: [C:1]([N:3]1[CH2:8][CH2:7][CH:6]([C:9]2[CH:14]=[CH:13][C:12]([C@@H:15]([NH:17][C:18](=[O:20])[CH3:19])[CH3:16])=[CH:11][CH:10]=2)[CH2:5][CH2:4]1)#[N:2].[OH:21][N:22]=[C:23](N)[CH:24]([CH3:26])[CH3:25]. Given the product [CH:24]([C:23]1[N:2]=[C:1]([N:3]2[CH2:8][CH2:7][CH:6]([C:9]3[CH:10]=[CH:11][C:12]([C@@H:15]([NH:17][C:18](=[O:20])[CH3:19])[CH3:16])=[CH:13][CH:14]=3)[CH2:5][CH2:4]2)[O:21][N:22]=1)([CH3:26])[CH3:25], predict the reactants needed to synthesize it. (4) Given the product [F:21][C:22]1[CH:27]=[CH:26][CH:25]=[CH:24][C:23]=1[N:28]1[CH2:33][CH2:32][N:31]([CH2:15][CH2:14][CH2:13][C:12]2[N:8]([C:5]3[CH:6]=[CH:7][C:2]([F:1])=[CH:3][CH:4]=3)[N:9]=[C:10]([CH2:17][CH2:18][CH2:19][CH3:20])[CH:11]=2)[CH2:30][CH2:29]1, predict the reactants needed to synthesize it. The reactants are: [F:1][C:2]1[CH:7]=[CH:6][C:5]([N:8]2[C:12]([CH2:13][CH2:14][CH:15]=O)=[CH:11][C:10]([CH2:17][CH2:18][CH2:19][CH3:20])=[N:9]2)=[CH:4][CH:3]=1.[F:21][C:22]1[CH:27]=[CH:26][CH:25]=[CH:24][C:23]=1[N:28]1[CH2:33][CH2:32][NH:31][CH2:30][CH2:29]1.[BH-](OC(C)=O)(OC(C)=O)OC(C)=O.[Na+]. (5) Given the product [CH3:20][O:1][C:2]1[CH:7]=[C:6]([CH3:8])[C:5]([NH:9][CH:10]=[O:11])=[C:4]([CH3:12])[C:3]=1[CH3:13], predict the reactants needed to synthesize it. The reactants are: [OH:1][C:2]1[CH:7]=[C:6]([CH3:8])[C:5]([NH:9][CH:10]=[O:11])=[C:4]([CH3:12])[C:3]=1[CH3:13].[OH-].[K+].S(OC)(O[CH3:20])(=O)=O. (6) Given the product [CH3:1][O:2][C:3]1[C:4]([CH:26]=[C:27]([CH3:29])[CH3:28])=[CH:5][C:6]2[C:12]3[N:13]([C:21]4[S:22][CH:23]=[CH:24][N:25]=4)[N:14]=[C:15]([C:16]([OH:18])=[O:17])[C:11]=3[CH2:10][O:9][C:7]=2[CH:8]=1, predict the reactants needed to synthesize it. The reactants are: [CH3:1][O:2][C:3]1[C:4]([CH:26]=[C:27]([CH3:29])[CH3:28])=[CH:5][C:6]2[C:12]3[N:13]([C:21]4[S:22][CH:23]=[CH:24][N:25]=4)[N:14]=[C:15]([C:16]([O:18]CC)=[O:17])[C:11]=3[CH2:10][O:9][C:7]=2[CH:8]=1.C1COCC1.O.O[Li].O. (7) Given the product [O:1]1[C:5]2[CH:6]=[CH:7][CH:8]=[CH:9][C:4]=2[N:3]=[C:2]1[C:10]1[CH:33]=[CH:32][C:13]2[C:14]3[CH:20]=[C:19]([S:21]([NH:24][C@H:25]([CH:29]([CH3:30])[CH3:31])[C:26]([OH:28])=[O:27])(=[O:22])=[O:23])[CH:18]=[CH:17][C:15]=3[O:16][C:12]=2[CH:11]=1, predict the reactants needed to synthesize it. The reactants are: [O:1]1[C:5]2[CH:6]=[CH:7][CH:8]=[CH:9][C:4]=2[N:3]=[C:2]1[C:10]1[CH:33]=[CH:32][C:13]2[C:14]3[CH:20]=[C:19]([S:21]([NH:24][C@H:25]([CH:29]([CH3:31])[CH3:30])[C:26]([O-:28])=[O:27])(=[O:23])=[O:22])[CH:18]=[CH:17][C:15]=3[O:16][C:12]=2[CH:11]=1.[Li+].[OH-].O. (8) Given the product [Br:66][C:67]1[C:75]2[O:74][C:73]([C:76]3[CH:77]=[CH:16][C:15]4[C:10](=[CH:11][CH:12]=[C:13]([C:18]5[N:22]([CH:23]6[CH2:24][CH2:25][CH2:26][CH2:27][CH2:28]6)[C:21]6[CH:29]=[CH:30][C:31]([C:33]([OH:35])=[O:34])=[CH:32][C:20]=6[N:19]=5)[CH:14]=4)[N:9]=3)=[CH:72][C:71]=2[CH:70]=[C:69]([O:79][CH3:80])[CH:68]=1, predict the reactants needed to synthesize it. The reactants are: BrC1C=CC(O)=C(C2C=[CH:16][C:15]3[C:10](=[CH:11][CH:12]=[C:13]([C:18]4[N:22]([CH:23]5[CH2:28][CH2:27][CH2:26][CH2:25][CH2:24]5)[C:21]5[CH:29]=[CH:30][C:31]([C:33]([OH:35])=[O:34])=[CH:32][C:20]=5[N:19]=4)[CH:14]=3)[N:9]=2)C=1.C(OC(C1C=CC2N(C3CCCCC3)C(C3C=CC(N)=C(C=O)C=3)=NC=2C=1)=O)C.[Br:66][C:67]1[C:75]2[O:74][C:73]([C:76](=O)[CH3:77])=[CH:72][C:71]=2[CH:70]=[C:69]([O:79][CH3:80])[CH:68]=1.[OH-].[K+]. (9) The reactants are: O=C1C2C(=CC=CC=2)C(=O)[N:3]1[C@H:12]1[CH2:16][CH2:15][CH2:14][C@H:13]1[O:17][C:18]1[N:19]=[C:20]([NH:29][C:30]2[CH:35]=[CH:34][C:33]([N:36]3[CH2:41][CH2:40][CH:39]([N:42]4[CH2:47][CH2:46][N:45]([CH3:48])[CH2:44][CH2:43]4)[CH2:38][CH2:37]3)=[CH:32][CH:31]=2)[C:21]([C:26]([NH2:28])=[O:27])=[N:22][C:23]=1[CH2:24][CH3:25].O.NN.O1CCCC1. Given the product [NH2:3][C@H:12]1[CH2:16][CH2:15][CH2:14][C@H:13]1[O:17][C:18]1[N:19]=[C:20]([NH:29][C:30]2[CH:31]=[CH:32][C:33]([N:36]3[CH2:37][CH2:38][CH:39]([N:42]4[CH2:43][CH2:44][N:45]([CH3:48])[CH2:46][CH2:47]4)[CH2:40][CH2:41]3)=[CH:34][CH:35]=2)[C:21]([C:26]([NH2:28])=[O:27])=[N:22][C:23]=1[CH2:24][CH3:25], predict the reactants needed to synthesize it. (10) Given the product [F:10][C:11]1[C:12]([NH:26][CH2:3][N:4]2[CH2:9][CH2:8][N:7]([CH3:1])[CH2:6][CH2:5]2)=[N:13][C:14]([O:17][CH2:18][C:19]2[CH:20]=[CH:21][C:22]([F:25])=[CH:23][CH:24]=2)=[N:15][CH:16]=1, predict the reactants needed to synthesize it. The reactants are: [CH2:1]=O.[CH3:3][N:4]1[CH2:9][CH2:8][NH:7][CH2:6][CH2:5]1.[F:10][C:11]1[C:12]([NH2:26])=[N:13][C:14]([O:17][CH2:18][C:19]2[CH:24]=[CH:23][C:22]([F:25])=[CH:21][CH:20]=2)=[N:15][CH:16]=1.